Dataset: Forward reaction prediction with 1.9M reactions from USPTO patents (1976-2016). Task: Predict the product of the given reaction. Given the reactants [Cl:1][C:2]1[N:3]=[CH:4][C:5]2[S:10][CH:9]=[C:8]([C:11]([OH:13])=O)[C:6]=2[N:7]=1.[CH:14](N(CC)C(C)C)(C)C.CN(C)[CH:25]=[O:26].C1CN(C(ON2N=[N:47][C:46]3[C:41]2=[CH:42][CH:43]=[CH:44][CH:45]=3)=[N+]2CCCC2)CC1.F[P-](F)(F)(F)(F)F.[OH2:56], predict the reaction product. The product is: [CH3:14][O:56][C:41]1[CH:42]=[C:43]([O:26][CH3:25])[CH:44]=[CH:45][C:46]=1[NH:47][C:11]([C:8]1[C:6]2[N:7]=[C:2]([Cl:1])[N:3]=[CH:4][C:5]=2[S:10][CH:9]=1)=[O:13].